Task: Regression. Given two drug SMILES strings and cell line genomic features, predict the synergy score measuring deviation from expected non-interaction effect.. Dataset: Merck oncology drug combination screen with 23,052 pairs across 39 cell lines (1) Drug 1: CN1C(=O)C=CC2(C)C3CCC4(C)C(NC(=O)OCC(F)(F)F)CCC4C3CCC12. Drug 2: NC(=O)c1cccc2cn(-c3ccc(C4CCCNC4)cc3)nc12. Cell line: HT144. Synergy scores: synergy=-8.97. (2) Drug 1: O=S1(=O)NC2(CN1CC(F)(F)F)C1CCC2Cc2cc(C=CCN3CCC(C(F)(F)F)CC3)ccc2C1. Drug 2: NC1(c2ccc(-c3nc4ccn5c(=O)[nH]nc5c4cc3-c3ccccc3)cc2)CCC1. Cell line: NCIH23. Synergy scores: synergy=9.57.